Dataset: NCI-60 drug combinations with 297,098 pairs across 59 cell lines. Task: Regression. Given two drug SMILES strings and cell line genomic features, predict the synergy score measuring deviation from expected non-interaction effect. (1) Drug 1: CC(CN1CC(=O)NC(=O)C1)N2CC(=O)NC(=O)C2. Drug 2: CC12CCC3C(C1CCC2OP(=O)(O)O)CCC4=C3C=CC(=C4)OC(=O)N(CCCl)CCCl.[Na+]. Cell line: NCI/ADR-RES. Synergy scores: CSS=3.80, Synergy_ZIP=-0.767, Synergy_Bliss=2.76, Synergy_Loewe=1.25, Synergy_HSA=1.74. (2) Drug 1: CN(C)N=NC1=C(NC=N1)C(=O)N. Drug 2: N.N.Cl[Pt+2]Cl. Cell line: A498. Synergy scores: CSS=-0.581, Synergy_ZIP=0.0663, Synergy_Bliss=-1.82, Synergy_Loewe=-3.55, Synergy_HSA=-3.28. (3) Drug 1: CN(C)N=NC1=C(NC=N1)C(=O)N. Drug 2: B(C(CC(C)C)NC(=O)C(CC1=CC=CC=C1)NC(=O)C2=NC=CN=C2)(O)O. Cell line: HCC-2998. Synergy scores: CSS=0.372, Synergy_ZIP=1.13, Synergy_Bliss=-0.107, Synergy_Loewe=-1.09, Synergy_HSA=-1.89. (4) Synergy scores: CSS=24.3, Synergy_ZIP=-1.70, Synergy_Bliss=-1.10, Synergy_Loewe=-4.31, Synergy_HSA=-3.76. Drug 1: CN(CC1=CN=C2C(=N1)C(=NC(=N2)N)N)C3=CC=C(C=C3)C(=O)NC(CCC(=O)O)C(=O)O. Cell line: ACHN. Drug 2: C1C(C(OC1N2C=NC(=NC2=O)N)CO)O. (5) Drug 1: CN(CCCl)CCCl.Cl. Drug 2: C1C(C(OC1N2C=NC(=NC2=O)N)CO)O. Cell line: T-47D. Synergy scores: CSS=29.7, Synergy_ZIP=-1.18, Synergy_Bliss=4.96, Synergy_Loewe=2.17, Synergy_HSA=2.47. (6) Drug 1: CCCCC(=O)OCC(=O)C1(CC(C2=C(C1)C(=C3C(=C2O)C(=O)C4=C(C3=O)C=CC=C4OC)O)OC5CC(C(C(O5)C)O)NC(=O)C(F)(F)F)O. Drug 2: CS(=O)(=O)OCCCCOS(=O)(=O)C. Cell line: K-562. Synergy scores: CSS=57.9, Synergy_ZIP=0.550, Synergy_Bliss=-0.549, Synergy_Loewe=-9.99, Synergy_HSA=1.14. (7) Drug 1: CC12CCC(CC1=CCC3C2CCC4(C3CC=C4C5=CN=CC=C5)C)O. Drug 2: CC1CCCC2(C(O2)CC(NC(=O)CC(C(C(=O)C(C1O)C)(C)C)O)C(=CC3=CSC(=N3)C)C)C. Cell line: UACC-257. Synergy scores: CSS=5.49, Synergy_ZIP=-1.29, Synergy_Bliss=0.646, Synergy_Loewe=-1.36, Synergy_HSA=-0.475. (8) Drug 1: CCCS(=O)(=O)NC1=C(C(=C(C=C1)F)C(=O)C2=CNC3=C2C=C(C=N3)C4=CC=C(C=C4)Cl)F. Synergy scores: CSS=15.5, Synergy_ZIP=-0.632, Synergy_Bliss=3.81, Synergy_Loewe=-3.74, Synergy_HSA=2.63. Cell line: TK-10. Drug 2: C1CN(P(=O)(OC1)NCCCl)CCCl.